This data is from Forward reaction prediction with 1.9M reactions from USPTO patents (1976-2016). The task is: Predict the product of the given reaction. (1) Given the reactants [Cl:1][C:2]1[C:7]([F:8])=[CH:6][CH:5]=[C:4]([O:9][CH:10]([F:12])[F:11])[C:3]=1[C@H:13]([C:15]1[C:23]2[C:18](=[N:19][CH:20]=[C:21]([C:24]3[CH:25]=[N:26][N:27]([C@H:30]4[CH2:35][CH2:34][C@H:33]([OH:36])[CH2:32][CH2:31]4)[C:28]=3[CH3:29])[CH:22]=2)[NH:17][CH:16]=1)[CH3:14].CC(OI1(OC(C)=O)(OC(C)=O)OC(=O)C2C=CC=CC1=2)=O.C([O-])(O)=O.[Na+].C(Cl)Cl, predict the reaction product. The product is: [Cl:1][C:2]1[C:7]([F:8])=[CH:6][CH:5]=[C:4]([O:9][CH:10]([F:12])[F:11])[C:3]=1[C@H:13]([C:15]1[C:23]2[C:18](=[N:19][CH:20]=[C:21]([C:24]3[CH:25]=[N:26][N:27]([CH:30]4[CH2:35][CH2:34][C:33](=[O:36])[CH2:32][CH2:31]4)[C:28]=3[CH3:29])[CH:22]=2)[NH:17][CH:16]=1)[CH3:14]. (2) Given the reactants [CH2:1]([O:8][C:9](=[O:27])[CH:10]([NH:15][CH:16]([C:23]([O:25][CH3:26])=[O:24])[CH2:17][C:18]1[CH:22]=[CH:21][NH:20][N:19]=1)[CH2:11][CH:12]([CH3:14])[CH3:13])[C:2]1[CH:7]=[CH:6][CH:5]=[CH:4][CH:3]=1.C([O-])([O-])=O.[K+].[K+].[Cl:34][C:35]1[CH:36]=[C:37]([CH:40]=[C:41]([Cl:43])[CH:42]=1)[CH2:38]Br, predict the reaction product. The product is: [CH2:1]([O:8][C:9](=[O:27])[CH:10]([NH:15][CH:16]([C:23]([O:25][CH3:26])=[O:24])[CH2:17][C:18]1[N:19]([CH2:38][C:37]2[CH:36]=[C:35]([Cl:34])[CH:42]=[C:41]([Cl:43])[CH:40]=2)[N:20]=[CH:21][CH:22]=1)[CH2:11][CH:12]([CH3:13])[CH3:14])[C:2]1[CH:7]=[CH:6][CH:5]=[CH:4][CH:3]=1. (3) Given the reactants [CH3:1][O:2][C:3](=[O:16])[C:4]1[CH:9]=[CH:8][C:7]([CH:10]2[CH2:15][CH2:14][NH:13][CH2:12][CH2:11]2)=[CH:6][CH:5]=1.C(N(C(C)C)[CH:20]([CH3:22])[CH3:21])C.ICCC, predict the reaction product. The product is: [CH3:1][O:2][C:3](=[O:16])[C:4]1[CH:5]=[CH:6][C:7]([CH:10]2[CH2:15][CH2:14][N:13]([CH2:21][CH2:20][CH3:22])[CH2:12][CH2:11]2)=[CH:8][CH:9]=1. (4) Given the reactants [NH:1]1[CH:5]=[CH:4][N:3]=[CH:2]1.[O:6]1[CH2:8][CH:7]1[C:9]1[CH:10]=[N:11][CH:12]=[CH:13][CH:14]=1, predict the reaction product. The product is: [N:1]1([CH2:8][CH:7]([C:9]2[CH:10]=[N:11][CH:12]=[CH:13][CH:14]=2)[OH:6])[CH:5]=[CH:4][N:3]=[CH:2]1. (5) Given the reactants CCN=C=NCCCN(C)C.C1C=CC2N(O)N=NC=2C=1.[Cl:22][C:23]1[CH:24]=[C:25]([CH:29]=[CH:30][C:31]=1[O:32][CH:33]([CH3:35])[CH3:34])[C:26]([OH:28])=O.O[NH:37][C:38](=[NH:57])[C:39]1[CH:47]=[C:46]2[C:42]([C:43]([CH2:48][CH2:49][C:50]([O:52][C:53]([CH3:56])([CH3:55])[CH3:54])=[O:51])=[CH:44][NH:45]2)=[CH:41][CH:40]=1, predict the reaction product. The product is: [Cl:22][C:23]1[CH:24]=[C:25]([C:26]2[O:28][N:37]=[C:38]([C:39]3[CH:47]=[C:46]4[C:42]([C:43]([CH2:48][CH2:49][C:50]([O:52][C:53]([CH3:56])([CH3:55])[CH3:54])=[O:51])=[CH:44][NH:45]4)=[CH:41][CH:40]=3)[N:57]=2)[CH:29]=[CH:30][C:31]=1[O:32][CH:33]([CH3:35])[CH3:34]. (6) Given the reactants [O:1]=[C:2]1[C@H:8]([NH:9][C:10](=[O:16])OC(C)(C)C)[CH2:7][CH2:6][CH2:5][CH2:4][N:3]1[C:17]([NH:19][CH2:20][CH2:21][CH3:22])=[O:18].C(O)(C(F)(F)F)=O.ClC(Cl)(OC(=O)OC(Cl)(Cl)Cl)Cl.C([O-])(O)=O.[Na+].[Cl:47][C:48]1[CH:57]=[C:56]2[C:51]([C:52]([N:59]3[CH2:64][CH2:63][NH:62][CH2:61][CH2:60]3)=[CH:53][C:54]([NH2:58])=[N:55]2)=[CH:50][CH:49]=1, predict the reaction product. The product is: [NH2:58][C:54]1[CH:53]=[C:52]([N:59]2[CH2:60][CH2:61][N:62]([C:10]([NH:9][C@H:8]3[CH2:7][CH2:6][CH2:5][CH2:4][N:3]([C:17]([NH:19][CH2:20][CH2:21][CH3:22])=[O:18])[C:2]3=[O:1])=[O:16])[CH2:63][CH2:64]2)[C:51]2[C:56](=[CH:57][C:48]([Cl:47])=[CH:49][CH:50]=2)[N:55]=1. (7) Given the reactants [C:1]1([C:7]2[N:11]([S:12]([C:15]3[CH:20]=[CH:19][CH:18]=[CH:17][CH:16]=3)(=[O:14])=[O:13])[CH:10]=[C:9]([CH2:21][OH:22])[C:8]=2[CH2:23][CH2:24][CH3:25])[CH:6]=[CH:5][CH:4]=[CH:3][CH:2]=1.C[N+]1([O-])CCOCC1, predict the reaction product. The product is: [C:1]1([C:7]2[N:11]([S:12]([C:15]3[CH:16]=[CH:17][CH:18]=[CH:19][CH:20]=3)(=[O:13])=[O:14])[CH:10]=[C:9]([CH:21]=[O:22])[C:8]=2[CH2:23][CH2:24][CH3:25])[CH:2]=[CH:3][CH:4]=[CH:5][CH:6]=1. (8) Given the reactants [OH:1]O.[N:3]12[CH2:10][CH2:9][CH:6]([CH2:7][CH2:8]1)[C@@H:5]([NH:11][C:12]([C:14]1[O:15][C:16]3[C:22]([C:23]4[CH:28]=[CH:27][CH:26]=[CH:25][C:24]=4[O:29][CH3:30])=[CH:21][CH:20]=[CH:19][C:17]=3[CH:18]=1)=[O:13])[CH2:4]2, predict the reaction product. The product is: [CH3:30][O:29][C:24]1[CH:25]=[CH:26][CH:27]=[CH:28][C:23]=1[C:22]1[C:16]2[O:15][C:14]([C:12]([NH:11][C@@H:5]3[CH:6]4[CH2:7][CH2:8][N+:3]([O-:1])([CH2:10][CH2:9]4)[CH2:4]3)=[O:13])=[CH:18][C:17]=2[CH:19]=[CH:20][CH:21]=1. (9) Given the reactants [NH2:1][C:2]1[CH:7]=[CH:6][CH:5]=[CH:4][C:3]=1[NH:8][C:9]([C:11]1[N:12]=[C:13]([N:16]2[C:24]3[C:19](=[CH:20][CH:21]=[C:22]([Cl:25])[CH:23]=3)[C:18]([CH2:26][CH:27]([CH3:29])[CH3:28])=[CH:17]2)[S:14][CH:15]=1)=O, predict the reaction product. The product is: [ClH:25].[Cl:25][C:22]1[CH:23]=[C:24]2[C:19]([C:18]([CH2:26][CH:27]([CH3:29])[CH3:28])=[CH:17][N:16]2[C:13]2[S:14][CH:15]=[C:11]([C:9]3[NH:8][C:3]4[CH:4]=[CH:5][CH:6]=[CH:7][C:2]=4[N:1]=3)[N:12]=2)=[CH:20][CH:21]=1.